The task is: Regression/Classification. Given a drug SMILES string, predict its absorption, distribution, metabolism, or excretion properties. Task type varies by dataset: regression for continuous measurements (e.g., permeability, clearance, half-life) or binary classification for categorical outcomes (e.g., BBB penetration, CYP inhibition). For this dataset (solubility_aqsoldb), we predict Y.. This data is from Aqueous solubility values for 9,982 compounds from the AqSolDB database. (1) The drug is CC1(C)Cc2cccc([N+](=O)[O-])c2O1. The Y is -3.21 log mol/L. (2) The compound is CCCCNC(=O)NS(=O)(=O)c1ccc(C)cc1. The Y is -3.17 log mol/L. (3) The molecule is O=C1c2ccccc2C(=O)c2c(O)cccc21. The Y is -4.42 log mol/L. (4) The molecule is CCc1ccccc1O. The Y is -1.36 log mol/L. (5) The compound is O=C(O)CONC(=O)c1ccccc1. The Y is -0.950 log mol/L.